Predict the product of the given reaction. From a dataset of Forward reaction prediction with 1.9M reactions from USPTO patents (1976-2016). (1) The product is: [Cl:12][C:13]1[CH:21]=[CH:20][C:16]([C:17]([NH:1][C:2]2[CH:3]=[CH:4][C:5]3[S:9][C:8]([CH3:10])=[N:7][C:6]=3[CH:11]=2)=[O:18])=[CH:15][CH:14]=1. Given the reactants [NH2:1][C:2]1[CH:3]=[CH:4][C:5]2[S:9][C:8]([CH3:10])=[N:7][C:6]=2[CH:11]=1.[Cl:12][C:13]1[CH:21]=[CH:20][C:16]([C:17](Cl)=[O:18])=[CH:15][CH:14]=1, predict the reaction product. (2) Given the reactants [OH:1][C:2]1[CH:7]=[CH:6][C:5]([C:8](=[O:14])[CH2:9][C:10]([O:12][CH3:13])=[O:11])=[CH:4][CH:3]=1.[F:15][C:16]([F:22])([F:21])[CH2:17][CH2:18][CH2:19]O.C1(P(C2C=CC=CC=2)C2C=CC=CC=2)C=CC=CC=1.CC(OC(/N=N/C(OC(C)C)=O)=O)C, predict the reaction product. The product is: [O:14]=[C:8]([C:5]1[CH:4]=[CH:3][C:2]([O:1][CH2:19][CH2:18][CH2:17][C:16]([F:22])([F:21])[F:15])=[CH:7][CH:6]=1)[CH2:9][C:10]([O:12][CH3:13])=[O:11]. (3) Given the reactants [Mg].BrCCBr.Br[C:7]1[CH:12]=[CH:11][C:10]([S:13][CH3:14])=[CH:9][CH:8]=1.[F:15][C:16]1[CH:23]=[CH:22][C:19]([CH:20]=[O:21])=[CH:18][N:17]=1.Cl, predict the reaction product. The product is: [F:15][C:16]1[N:17]=[CH:18][C:19]([CH:20]([C:7]2[CH:12]=[CH:11][C:10]([S:13][CH3:14])=[CH:9][CH:8]=2)[OH:21])=[CH:22][CH:23]=1. (4) Given the reactants [S:1]1[CH:5]=[CH:4][C:3]2[CH:6]=[C:7]([CH2:10][S:11]([CH2:14][C@@H:15]([NH:25][C:26]([O:28]C(C)(C)C)=O)[CH2:16][O:17][CH2:18][C:19]3[CH:24]=[CH:23][CH:22]=[CH:21][CH:20]=3)(=[O:13])=[O:12])[CH:8]=[CH:9][C:2]1=2.Cl.C([O:36]CC)C, predict the reaction product. The product is: [CH2:18]([O:17][CH2:16][C@H:15]([N:25]([OH:36])[CH:26]=[O:28])[CH2:14][S:11]([CH2:10][C:7]1[CH:8]=[CH:9][C:2]2[S:1][CH:5]=[CH:4][C:3]=2[CH:6]=1)(=[O:13])=[O:12])[C:19]1[CH:24]=[CH:23][CH:22]=[CH:21][CH:20]=1. (5) The product is: [Cl:31][C:21]1[N:10]2[CH:11]=[CH:12][C:13]([C:15]3[CH:16]=[N:17][CH:18]=[CH:19][CH:20]=3)=[CH:14][C:9]2=[N:8][C:7]=1[NH:6][C:4]([NH:3][CH2:1][CH3:2])=[O:5]. Given the reactants [CH2:1]([NH:3][C:4]([NH:6][C:7]1[N:8]=[C:9]2[CH:14]=[C:13]([C:15]3[CH:16]=[N:17][CH:18]=[CH:19][CH:20]=3)[CH:12]=[CH:11][N:10]2[CH:21]=1)=[O:5])[CH3:2].C1(OC([Cl:31])=O)C=CC=CC=1, predict the reaction product. (6) Given the reactants CCN=C=NCCCN(C)C.Cl.Cl.[CH3:14][O:15][C:16](=[O:24])[C@@H:17]([NH2:23])[C@H:18]([N:20]=[N+:21]=[N-:22])[CH3:19].C1C=CC2N(O)N=NC=2C=1.[CH2:35]([C:37]1[CH:42]=[CH:41][C:40]([C:43]2[CH:48]=[CH:47][C:46]([C:49](O)=[O:50])=[CH:45][CH:44]=2)=[CH:39][CH:38]=1)[CH3:36].CCN(C(C)C)C(C)C, predict the reaction product. The product is: [CH3:14][O:15][C:16](=[O:24])[C@@H:17]([NH:23][C:49]([C:46]1[CH:45]=[CH:44][C:43]([C:40]2[CH:41]=[CH:42][C:37]([CH2:35][CH3:36])=[CH:38][CH:39]=2)=[CH:48][CH:47]=1)=[O:50])[C@H:18]([N:20]=[N+:21]=[N-:22])[CH3:19].